From a dataset of Reaction yield outcomes from USPTO patents with 853,638 reactions. Predict the reaction yield, written as a fraction of the theoretical maximum amount of product (1.0 means a 100% yield; for example, 0.34 means a 34% yield). (1) The reactants are Cl[C:2]1[N:11]=[C:10]([N:12]([CH3:14])[CH3:13])[C:9]2[C:4](=[CH:5][CH:6]=[C:7]([F:15])[CH:8]=2)[N:3]=1.C[Si]([N-:20][Si](C)(C)C)(C)C.[Li+].C1(P(C2CCCCC2)C2C=CC=CC=2C2C=CC=CC=2)CCCCC1.Cl. The catalyst is C1C=CC(/C=C/C(/C=C/C2C=CC=CC=2)=O)=CC=1.C1C=CC(/C=C/C(/C=C/C2C=CC=CC=2)=O)=CC=1.C1C=CC(/C=C/C(/C=C/C2C=CC=CC=2)=O)=CC=1.[Pd].[Pd].C1COCC1. The product is [F:15][C:7]1[CH:8]=[C:9]2[C:4](=[CH:5][CH:6]=1)[N:3]=[C:2]([NH2:20])[N:11]=[C:10]2[N:12]([CH3:14])[CH3:13]. The yield is 0.880. (2) The reactants are [CH2:1]([S:6][C:7]1[C:8]([CH:12]2[CH:17]3[CH2:18][CH2:19][N:14]([CH2:15][CH2:16]3)[CH2:13]2)=[N:9][NH:10][CH:11]=1)[CH2:2][CH2:3][CH2:4]C.[CH3:20]C(C)CCS. No catalyst specified. The product is [CH3:20][CH:3]([CH3:4])[CH2:2][CH2:1][S:6][C:7]1[C:8]([CH:12]2[CH:17]3[CH2:16][CH2:15][N:14]([CH2:19][CH2:18]3)[CH2:13]2)=[N:9][NH:10][CH:11]=1. The yield is 0.200. (3) The reactants are [C:1]([N:8]1[CH:12]=[CH:11]N=[CH:9]1)(N1C=CN=C1)=[O:2].[CH:13]1[CH:14]=[CH:15][C:16]2[NH:21][CH:20]=[C:19]([CH2:22][CH2:23][OH:24])[C:17]=2[CH:18]=1.Cl.[F:26][C:27]1[CH:46]=[CH:45][C:30]([CH2:31][O:32][CH2:33][C:34]([NH:36][CH2:37][CH2:38][CH:39]2CCNC[CH2:40]2)=[O:35])=[CH:29][CH:28]=1. The catalyst is ClCCl. The product is [F:26][C:27]1[CH:28]=[CH:29][C:30]([CH2:31][O:32][CH2:33][C:34]([NH:36][CH2:37][CH2:38][CH:39]2[CH2:40][CH2:9][N:8]([C:1]([O:24][CH2:23][CH2:22][C:19]3[C:17]4[C:16](=[CH:15][CH:14]=[CH:13][CH:18]=4)[NH:21][CH:20]=3)=[O:2])[CH2:12][CH2:11]2)=[O:35])=[CH:45][CH:46]=1. The yield is 0.230. (4) The reactants are [CH:1]1([NH:4][CH2:5][C:6]([C:17]2[CH:22]=[CH:21][C:20]([F:23])=[CH:19][CH:18]=2)=[CH:7][C:8]2[CH:16]=[CH:15][C:11]([C:12]([OH:14])=O)=[CH:10][CH:9]=2)[CH2:3][CH2:2]1.CCN=C=NCCCN(C)C.Cl.[CH:36]1[CH:37]=[CH:38][C:39]2[N:44](O)N=[N:42][C:40]=2[CH:41]=1.O. The catalyst is CN(C=O)C. The product is [NH2:42][C:40]1[CH:41]=[CH:36][CH:37]=[CH:38][C:39]=1[NH:44][C:12](=[O:14])[C:11]1[CH:15]=[CH:16][C:8]([CH:7]=[C:6]([C:17]2[CH:18]=[CH:19][C:20]([F:23])=[CH:21][CH:22]=2)[CH2:5][NH:4][CH:1]2[CH2:2][CH2:3]2)=[CH:9][CH:10]=1. The yield is 0.0900. (5) The reactants are [F:1][C:2]1[CH:22]=[CH:21][C:5]([CH2:6][O:7][C:8]2[CH:13]=[CH:12][C:11]([CH:14]([CH:18]([CH3:20])[CH3:19])[C:15](O)=[O:16])=[CH:10][CH:9]=2)=[CH:4][CH:3]=1.C(N1C=CN=C1)(N1C=CN=C1)=O.N1C=CN=C1.[H-].[Na+].[NH2:42][C:43]1[S:44][S:45][C:46](=[S:48])[N:47]=1.O.[Cl-].[NH4+]. The catalyst is O1CCCC1. The product is [F:1][C:2]1[CH:22]=[CH:21][C:5]([CH2:6][O:7][C:8]2[CH:13]=[CH:12][C:11]([CH:14]([CH:18]([CH3:20])[CH3:19])[C:15]([NH:42][C:43]3[S:44][S:45][C:46](=[S:48])[N:47]=3)=[O:16])=[CH:10][CH:9]=2)=[CH:4][CH:3]=1. The yield is 0.130. (6) The reactants are Br[C:2]1[C:10]([Cl:11])=[CH:9][C:5]2[N:6]=[CH:7][S:8][C:4]=2[CH:3]=1.[B:12]1([B:12]2[O:16][C:15]([CH3:18])([CH3:17])[C:14]([CH3:20])([CH3:19])[O:13]2)[O:16][C:15]([CH3:18])([CH3:17])[C:14]([CH3:20])([CH3:19])[O:13]1.C([O-])(=O)C.[K+].CC(=O)OCC.[Cl-].[Na+].O. The product is [Cl:11][C:10]1[C:2]([B:12]2[O:16][C:15]([CH3:18])([CH3:17])[C:14]([CH3:20])([CH3:19])[O:13]2)=[CH:3][C:4]2[S:8][CH:7]=[N:6][C:5]=2[CH:9]=1. The catalyst is O1CCOCC1. The yield is 0.661. (7) The reactants are [CH3:1][N:2]1[CH2:6][CH2:5][CH:4]([C:7]([O:9]C)=[O:8])[C:3]1=[O:11].C[Si](C)(C)[O-].[K+].Cl. The yield is 0.742. The product is [CH3:1][N:2]1[CH2:6][CH2:5][CH:4]([C:7]([OH:9])=[O:8])[C:3]1=[O:11]. The catalyst is C1COCC1. (8) The reactants are [CH3:1][NH:2][CH2:3][C:4]1[CH:5]=[CH:6][CH:7]=[C:8]2[C:12]=1[N:11]([CH3:13])[CH:10]=[CH:9]2.Cl.Cl.[CH3:16][N:17]1[CH2:23][C:22]2[CH:24]=[C:25](/[CH:28]=[CH:29]/[C:30](O)=[O:31])[CH:26]=[N:27][C:21]=2[NH:20][C:19](=[O:33])[CH2:18]1.C1C=CC2N(O)N=NC=2C=1.C(N(C(C)C)CC)(C)C.CCN=C=NCCCN(C)C.Cl. The catalyst is CN(C=O)C.O. The product is [CH3:1][N:2]([CH2:3][C:4]1[CH:5]=[CH:6][CH:7]=[C:8]2[C:12]=1[N:11]([CH3:13])[CH:10]=[CH:9]2)[C:30](=[O:31])/[CH:29]=[CH:28]/[C:25]1[CH:26]=[N:27][C:21]2[NH:20][C:19](=[O:33])[CH2:18][N:17]([CH3:16])[CH2:23][C:22]=2[CH:24]=1. The yield is 0.500. (9) The reactants are C1(C[O:8][C:9]2[CH:10]=[C:11]3[C:15](=[CH:16][CH:17]=2)[N:14]([CH2:18][C:19]([F:22])([F:21])[F:20])[C:13]([C:23]([O:25][CH2:26][CH3:27])=[O:24])=[CH:12]3)C=CC=CC=1. The catalyst is [Pd]. The product is [OH:8][C:9]1[CH:10]=[C:11]2[C:15](=[CH:16][CH:17]=1)[N:14]([CH2:18][C:19]([F:22])([F:20])[F:21])[C:13]([C:23]([O:25][CH2:26][CH3:27])=[O:24])=[CH:12]2. The yield is 0.890. (10) The reactants are C(OC([N:8]1[CH2:15][CH:14]2[CH:10]([CH2:11][N:12]([C:16](=[O:24])[C:17]3[CH:22]=[CH:21][C:20]([Br:23])=[CH:19][CH:18]=3)[CH2:13]2)[CH2:9]1)=O)(C)(C)C. The catalyst is Cl.C(O)(C)C. The product is [Br:23][C:20]1[CH:19]=[CH:18][C:17]([C:16]([N:12]2[CH2:11][CH:10]3[CH:14]([CH2:15][NH:8][CH2:9]3)[CH2:13]2)=[O:24])=[CH:22][CH:21]=1. The yield is 0.975.